Dataset: Catalyst prediction with 721,799 reactions and 888 catalyst types from USPTO. Task: Predict which catalyst facilitates the given reaction. (1) Reactant: [C:1]([C:3]1[C:4](O)=[N:5][C:6]([CH2:14][N:15]2[CH2:19][CH2:18][CH2:17][C:16]2=[O:20])=[C:7]([CH:13]=1)[C:8]([O:10][CH2:11][CH3:12])=[O:9])#[N:2].[CH2:22]([S:29]([NH:32][C:33]([CH:35]1[CH2:40][CH2:39][NH:38][CH2:37][CH2:36]1)=[O:34])(=[O:31])=[O:30])[C:23]1[CH:28]=[CH:27][CH:26]=[CH:25][CH:24]=1.F[P-](F)(F)(F)(F)F.Br[P+](N1CCCC1)(N1CCCC1)N1CCCC1.CCN(C(C)C)C(C)C.Cl. Product: [CH2:22]([S:29]([NH:32][C:33]([CH:35]1[CH2:40][CH2:39][N:38]([C:4]2[C:3]([C:1]#[N:2])=[CH:13][C:7]([C:8]([O:10][CH2:11][CH3:12])=[O:9])=[C:6]([CH2:14][N:15]3[CH2:19][CH2:18][CH2:17][C:16]3=[O:20])[N:5]=2)[CH2:37][CH2:36]1)=[O:34])(=[O:30])=[O:31])[C:23]1[CH:24]=[CH:25][CH:26]=[CH:27][CH:28]=1. The catalyst class is: 2. (2) Reactant: [CH2:1]([O:3][C:4]1[CH:5]=[C:6]([C:20]2[CH:25]=[CH:24][C:23]([CH2:26][C:27]([OH:29])=O)=[C:22]([F:30])[CH:21]=2)[CH:7]=[N:8][C:9]=1[O:10][CH2:11][C:12]1[CH:17]=[CH:16][C:15]([O:18][CH3:19])=[CH:14][CH:13]=1)[CH3:2].[CH3:31][N:32]1[CH:36]=[C:35]([C:37]2[CH:38]=[C:39]([CH:41]=[C:42]([C:44]([F:47])([F:46])[F:45])[CH:43]=2)[NH2:40])[CH:34]=[N:33]1.C(P1(=O)OP(CCC)(=O)OP(CCC)(=O)O1)CC. Product: [CH2:1]([O:3][C:4]1[CH:5]=[C:6]([C:20]2[CH:25]=[CH:24][C:23]([CH2:26][C:27]([NH:40][C:39]3[CH:41]=[C:42]([C:44]([F:45])([F:46])[F:47])[CH:43]=[C:37]([C:35]4[CH:34]=[N:33][N:32]([CH3:31])[CH:36]=4)[CH:38]=3)=[O:29])=[C:22]([F:30])[CH:21]=2)[CH:7]=[N:8][C:9]=1[O:10][CH2:11][C:12]1[CH:17]=[CH:16][C:15]([O:18][CH3:19])=[CH:14][CH:13]=1)[CH3:2]. The catalyst class is: 17. (3) Reactant: [CH:1]1([C:4]2[C:12]3[C:7](=[N:8][CH:9]=[C:10]([NH2:13])[CH:11]=3)[NH:6][N:5]=2)[CH2:3][CH2:2]1.[Cl:14][C:15]1[C:23]([NH:24][S:25]([CH2:28][CH2:29][CH3:30])(=[O:27])=[O:26])=[CH:22][CH:21]=[C:20]([F:31])[C:16]=1[C:17](O)=[O:18].CCN=C=NCCCN(C)C.C1C=CC2N(O)N=NC=2C=1. Product: [Cl:14][C:15]1[C:23]([NH:24][S:25]([CH2:28][CH2:29][CH3:30])(=[O:26])=[O:27])=[CH:22][CH:21]=[C:20]([F:31])[C:16]=1[C:17]([NH:13][C:10]1[CH:11]=[C:12]2[C:4]([CH:1]3[CH2:3][CH2:2]3)=[N:5][NH:6][C:7]2=[N:8][CH:9]=1)=[O:18]. The catalyst class is: 39. (4) Reactant: [NH2:1][C@H:2]([CH3:5])[CH2:3][OH:4].[H-].[Na+].Cl[C:9]1[CH:10]=[CH:11][C:12]2[N:13]([C:15]([C:18]3[O:26][C:25]4[CH:24]=[CH:23][N:22]=[C:21]([O:27][CH2:28][CH3:29])[C:20]=4[CH:19]=3)=[CH:16][N:17]=2)[N:14]=1.C(O)C. Product: [CH2:28]([O:27][C:21]1[C:20]2[CH:19]=[C:18]([C:15]3[N:13]4[N:14]=[C:9]([O:4][CH2:3][C@H:2]([NH2:1])[CH3:5])[CH:10]=[CH:11][C:12]4=[N:17][CH:16]=3)[O:26][C:25]=2[CH:24]=[CH:23][N:22]=1)[CH3:29]. The catalyst class is: 1. (5) Reactant: [OH:1][C:2]1[C:3]([CH2:16][OH:17])=[C:4]([CH2:9][CH2:10][C:11]([O:13][CH2:14][CH3:15])=[O:12])[CH:5]=[N:6][C:7]=1[CH3:8]. Product: [CH:16]([C:3]1[C:2]([OH:1])=[C:7]([CH3:8])[N:6]=[CH:5][C:4]=1[CH2:9][CH2:10][C:11]([O:13][CH2:14][CH3:15])=[O:12])=[O:17]. The catalyst class is: 327. (6) Reactant: [CH3:1][Mg]Cl.[O:4]=[C:5]1[CH2:10][CH2:9][CH2:8][CH2:7][CH:6]1[NH:11][C:12](=[O:18])[O:13][C:14]([CH3:17])([CH3:16])[CH3:15]. Product: [OH:4][C:5]1([CH3:1])[CH2:10][CH2:9][CH2:8][CH2:7][CH:6]1[NH:11][C:12](=[O:18])[O:13][C:14]([CH3:15])([CH3:17])[CH3:16]. The catalyst class is: 7. (7) Reactant: [C:1](=[S:4])([SH:3])[NH2:2].[CH2:5]([O:7][C:8](=[O:14])[CH2:9][C:10](=O)[CH2:11]Cl)[CH3:6]. Product: [CH2:5]([O:7][C:8](=[O:14])[CH2:9][C:10]1[N:2]=[C:1]([SH:3])[S:4][CH:11]=1)[CH3:6]. The catalyst class is: 8. (8) Reactant: [Cl:1][C:2]1[CH:7]=[CH:6][C:5]([N:8]2[CH:12]=[C:11]([C:13]([O:15][CH2:16][CH3:17])=[O:14])[N:10]=[C:9]2[C:18]2[CH:23]=[CH:22][C:21]([CH3:24])=[CH:20][C:19]=2[CH3:25])=[CH:4][CH:3]=1.[Br:26]N1C(=O)CCC1=O.O. Product: [Br:26][C:12]1[N:8]([C:5]2[CH:4]=[CH:3][C:2]([Cl:1])=[CH:7][CH:6]=2)[C:9]([C:18]2[CH:23]=[CH:22][C:21]([CH3:24])=[CH:20][C:19]=2[CH3:25])=[N:10][C:11]=1[C:13]([O:15][CH2:16][CH3:17])=[O:14]. The catalyst class is: 14. (9) Reactant: [Br:1][C:2]1[CH:10]=[C:9]([C:11]([OH:13])=O)[CH:8]=[CH:7][C:3]=1[C:4]([OH:6])=[O:5].[C:14]([O-])([O-])=O.[K+].[K+].CI.CN([CH:25]=[O:26])C. Product: [Br:1][C:2]1[CH:10]=[C:9]([C:11]([O:26][CH3:25])=[O:13])[CH:8]=[CH:7][C:3]=1[C:4]([O:6][CH3:14])=[O:5]. The catalyst class is: 2. (10) Product: [CH2:1]([N:8]([CH:9]1[CH2:12][N:11]([S:13]([C:16]2[CH:17]=[CH:18][C:19]([O:22][CH2:23][CH2:24][CH2:25][CH3:26])=[CH:20][CH:21]=2)(=[O:15])=[O:14])[CH2:10]1)[CH2:44][CH:42]([OH:43])[CH2:41][O:40][C:30]1[C:31]2[C:32]3[C:37](=[CH:36][CH:35]=[CH:34][CH:33]=3)[NH:38][C:39]=2[CH:27]=[CH:28][CH:29]=1)[C:2]1[CH:7]=[CH:6][CH:5]=[CH:4][CH:3]=1. The catalyst class is: 5. Reactant: [CH2:1]([NH:8][CH:9]1[CH2:12][N:11]([S:13]([C:16]2[CH:21]=[CH:20][C:19]([O:22][CH2:23][CH2:24][CH2:25][CH3:26])=[CH:18][CH:17]=2)(=[O:15])=[O:14])[CH2:10]1)[C:2]1[CH:7]=[CH:6][CH:5]=[CH:4][CH:3]=1.[CH:27]1[C:39]2[NH:38][C:37]3[C:32](=[CH:33][CH:34]=[CH:35][CH:36]=3)[C:31]=2[C:30]([O:40][CH:41]2[O:43][C@H:42]2[CH3:44])=[CH:29][CH:28]=1.